From a dataset of Peptide-MHC class I binding affinity with 185,985 pairs from IEDB/IMGT. Regression. Given a peptide amino acid sequence and an MHC pseudo amino acid sequence, predict their binding affinity value. This is MHC class I binding data. (1) The peptide sequence is FLILCSVLL. The MHC is HLA-B27:05 with pseudo-sequence HLA-B27:05. The binding affinity (normalized) is 0.0847. (2) The peptide sequence is EIAQHGAWY. The MHC is HLA-B07:02 with pseudo-sequence HLA-B07:02. The binding affinity (normalized) is 0.0847. (3) The MHC is HLA-A02:02 with pseudo-sequence HLA-A02:02. The binding affinity (normalized) is 0. The peptide sequence is SAPQQLCTM. (4) The peptide sequence is ASDYSQGAF. The MHC is HLA-A29:02 with pseudo-sequence HLA-A29:02. The binding affinity (normalized) is 0.213. (5) The peptide sequence is SPISSIFSR. The MHC is HLA-A03:01 with pseudo-sequence HLA-A03:01. The binding affinity (normalized) is 0. (6) The peptide sequence is FHTTEKSGA. The MHC is Mamu-B17 with pseudo-sequence Mamu-B17. The binding affinity (normalized) is 0.314.